From a dataset of Full USPTO retrosynthesis dataset with 1.9M reactions from patents (1976-2016). Predict the reactants needed to synthesize the given product. (1) Given the product [C:6]([C@@:11]12[N:13]([C:14]([OH:16])=[O:15])[C@@H:8]([CH2:9][CH2:10]1)[CH2:7][CH:6]([C:4](=[O:5])[CH2:11][CH2:10][CH:9]=[CH2:8])[CH2:12]2)([CH3:12])([CH3:7])[CH3:4], predict the reactants needed to synthesize it. The reactants are: CON(C)[C:4]([CH:6]1[CH2:12][CH:11]2[N:13]([C:14]([O:16]C(C)(C)C)=[O:15])[CH:8]([CH2:9][CH2:10]2)[CH2:7]1)=[O:5].[Br-].O.Cl. (2) Given the product [CH3:1][O:2][C:3]([C:5]1[CH:13]=[C:12]2[C:8]([C:9]([CH2:14][CH3:15])=[CH:10][NH:11]2)=[CH:7][CH:6]=1)=[O:4], predict the reactants needed to synthesize it. The reactants are: [CH3:1][O:2][C:3]([C:5]1[CH:13]=[C:12]2[C:8]([C:9]([C:14](=O)[CH3:15])=[CH:10][NH:11]2)=[CH:7][CH:6]=1)=[O:4].B.C1COCC1. (3) Given the product [C:1]([NH:4][C:5]1[CH:10]=[C:9]([C:17]([O:19][CH2:20][CH3:21])=[CH2:18])[N:8]=[C:7]([C:12]([O:14][CH3:15])=[O:13])[C:6]=1[Cl:16])(=[O:3])[CH3:2], predict the reactants needed to synthesize it. The reactants are: [C:1]([NH:4][C:5]1[CH:10]=[C:9](Cl)[N:8]=[C:7]([C:12]([O:14][CH3:15])=[O:13])[C:6]=1[Cl:16])(=[O:3])[CH3:2].[CH2:17]([O:19][CH:20]=[CH:21][Sn](CCCC)(CCCC)CCCC)[CH3:18].[F-].[Cs+].CCOCC.